This data is from Forward reaction prediction with 1.9M reactions from USPTO patents (1976-2016). The task is: Predict the product of the given reaction. Given the reactants [CH3:1][C:2]1[N:3]=[CH:4][N:5]([C:7]2[CH:12]=[CH:11][N:10]=[C:9]([NH2:13])[C:8]=2[N+:14]([O-])=O)[CH:6]=1.C(Cl)Cl, predict the reaction product. The product is: [CH3:1][C:2]1[N:3]=[CH:4][N:5]([C:7]2[CH:12]=[CH:11][N:10]=[C:9]([NH2:13])[C:8]=2[NH2:14])[CH:6]=1.